This data is from Catalyst prediction with 721,799 reactions and 888 catalyst types from USPTO. The task is: Predict which catalyst facilitates the given reaction. (1) Reactant: [C:1]([O:5][C:6]([NH:8][CH2:9][CH2:10][CH2:11][C:12]1[CH:13]=[C:14]2[C:19]3=[C:20]([CH2:22][CH2:23][CH2:24][N:18]3[CH:17]=[C:16]([C:25]([O:27]CC)=[O:26])[C:15]2=[O:30])[CH:21]=1)=[O:7])([CH3:4])([CH3:3])[CH3:2].[OH-].[Na+:32].C(=O)=O. Product: [Na+:32].[C:1]([O:5][C:6]([NH:8][CH2:9][CH2:10][CH2:11][C:12]1[CH:13]=[C:14]2[C:19]3=[C:20]([CH2:22][CH2:23][CH2:24][N:18]3[CH:17]=[C:16]([C:25]([O-:27])=[O:26])[C:15]2=[O:30])[CH:21]=1)=[O:7])([CH3:4])([CH3:2])[CH3:3]. The catalyst class is: 7. (2) Reactant: [Si]([O:8][CH2:9][CH:10]([O:12][C:13]([N:15]1[CH2:20][CH2:19][C:18]([N:24]2[CH:28]=[C:27]([C:29](=[O:31])[NH2:30])[C:26]([NH:32][C:33]3[CH:38]=[CH:37][C:36]([F:39])=[CH:35][CH:34]=3)=[N:25]2)([CH2:21][C:22]#[N:23])[CH2:17][CH2:16]1)=[O:14])[CH3:11])(C(C)(C)C)(C)C.CCCC[N+](CCCC)(CCCC)CCCC.[F-]. Product: [C:29]([C:27]1[C:26]([NH:32][C:33]2[CH:34]=[CH:35][C:36]([F:39])=[CH:37][CH:38]=2)=[N:25][N:24]([C:18]2([CH2:21][C:22]#[N:23])[CH2:17][CH2:16][N:15]([C:13]([O:12][CH:10]([CH3:11])[CH2:9][OH:8])=[O:14])[CH2:20][CH2:19]2)[CH:28]=1)(=[O:31])[NH2:30]. The catalyst class is: 76. (3) Reactant: [C:1]1(C)C=CC(S(O)(=O)=O)=CC=1.[NH:12]([C:14]([C:16]1[CH:24]=[CH:23][C:19]([C:20]([OH:22])=[O:21])=[CH:18][CH:17]=1)=[O:15])[NH2:13].C(OC(OCC)OCC)C. Product: [O:15]1[CH:1]=[N:13][N:12]=[C:14]1[C:16]1[CH:24]=[CH:23][C:19]([C:20]([OH:22])=[O:21])=[CH:18][CH:17]=1. The catalyst class is: 6.